Dataset: Reaction yield outcomes from USPTO patents with 853,638 reactions. Task: Predict the reaction yield, written as a fraction of the theoretical maximum amount of product (1.0 means a 100% yield; for example, 0.34 means a 34% yield). (1) The reactants are [N:1]([CH2:4][C:5]1[C:6]([F:22])=[C:7]([O:12][C:13]2[CH:18]=[C:17]([C:19]#[N:20])[CH:16]=[C:15]([Cl:21])[N:14]=2)[C:8]([Cl:11])=[CH:9][CH:10]=1)=[N+]=[N-].C1(P(C2C=CC=CC=2)C2C=CC=CC=2)C=CC=CC=1.O. The catalyst is C1COCC1. The product is [NH2:1][CH2:4][C:5]1[C:6]([F:22])=[C:7]([O:12][C:13]2[CH:18]=[C:17]([C:19]#[N:20])[CH:16]=[C:15]([Cl:21])[N:14]=2)[C:8]([Cl:11])=[CH:9][CH:10]=1. The yield is 0.434. (2) The reactants are [Cl:1][C:2]1[CH:3]=[CH:4][C:5]2[O:10][CH:9]([C:11]([N:13]3[CH2:18][CH2:17][C:16]([CH2:21][C:22]4[CH:27]=[CH:26][C:25]([F:28])=[CH:24][CH:23]=4)([C:19]#[N:20])[CH2:15][CH2:14]3)=[O:12])[CH2:8][NH:7][C:6]=2[CH:29]=1.C([O-])([O-])=O.[K+].[K+].[CH3:36][N:37](C=O)C. The catalyst is O. The product is [Cl:1][C:2]1[CH:3]=[CH:4][C:5]2[O:10][CH:9]([C:11]([N:13]3[CH2:18][CH2:17][C:16]([C:19]#[N:20])([CH2:21][C:22]4[CH:23]=[CH:24][C:25]([F:28])=[CH:26][CH:27]=4)[CH2:15][CH2:14]3)=[O:12])[CH2:8][N:7]([C:36]#[N:37])[C:6]=2[CH:29]=1. The yield is 0.460. (3) The product is [Br:1][C:2]1[N:7]=[C:6]2[N:8]([CH:31]3[CH2:36][CH2:35][N:34]([C:37]([O:39][C:40]([CH3:43])([CH3:42])[CH3:41])=[O:38])[CH2:33][CH2:32]3)[N:9]=[CH:10][C:5]2=[C:4]([C:11](=[O:12])[NH:13][CH2:14][C:15]2[C:16](=[O:23])[NH:17][C:18]([CH3:22])=[CH:19][C:20]=2[CH3:21])[CH:3]=1. The reactants are [Br:1][C:2]1[CH:3]=[C:4]([C:11]([NH:13][CH2:14][C:15]2[C:16](=[O:23])[NH:17][C:18]([CH3:22])=[CH:19][C:20]=2[CH3:21])=[O:12])[C:5]2[CH:10]=[N:9][NH:8][C:6]=2[N:7]=1.C([O-])([O-])=O.[K+].[K+].Br[CH:31]1[CH2:36][CH2:35][N:34]([C:37]([O:39][C:40]([CH3:43])([CH3:42])[CH3:41])=[O:38])[CH2:33][CH2:32]1.O. The yield is 0.672. The catalyst is CN(C=O)C.C(Cl)Cl. (4) The reactants are C([O:3][C:4](=[O:21])[CH:5]([C:12]1[CH:17]=[CH:16][C:15]([S:18][CH3:19])=[C:14]([Cl:20])[CH:13]=1)[CH2:6][CH:7]1[CH2:11][CH2:10][CH2:9][CH2:8]1)C.[OH-].[K+].Cl. The catalyst is C(O)C. The product is [Cl:20][C:14]1[CH:13]=[C:12]([CH:5]([CH2:6][CH:7]2[CH2:11][CH2:10][CH2:9][CH2:8]2)[C:4]([OH:21])=[O:3])[CH:17]=[CH:16][C:15]=1[S:18][CH3:19]. The yield is 0.700. (5) The reactants are Br[C:2]1[CH:3]=[CH:4][C:5]([O:8][CH3:9])=[N:6][CH:7]=1.C([Li])CCC.B(OC)(OC)[O:16]C.[OH-].[Na+].OO.Cl. The catalyst is C1COCC1. The product is [OH:16][C:2]1[CH:3]=[CH:4][C:5]([O:8][CH3:9])=[N:6][CH:7]=1. The yield is 0.600.